Dataset: Full USPTO retrosynthesis dataset with 1.9M reactions from patents (1976-2016). Task: Predict the reactants needed to synthesize the given product. (1) The reactants are: Br[C:2]1[C:3]2[C:4]3[CH:17]=[CH:16][S:15][C:5]=3[C:6](=[O:14])[NH:7][C:8]=2[CH:9]=[CH:10][C:11]=1[O:12][CH3:13].CC1(C)C(C)(C)OB(/[CH:26]=[CH:27]/[CH2:28][N:29]2[CH2:34][CH2:33][CH2:32][CH:31]([NH:35][C:36](=[O:42])[O:37][C:38]([CH3:41])([CH3:40])[CH3:39])[CH2:30]2)O1. Given the product [CH3:13][O:12][C:11]1[CH:10]=[CH:9][C:8]2[NH:7][C:6](=[O:14])[C:5]3[S:15][CH:16]=[CH:17][C:4]=3[C:3]=2[C:2]=1/[CH:26]=[CH:27]/[CH2:28][N:29]1[CH2:34][CH2:33][CH2:32][CH:31]([NH:35][C:36](=[O:42])[O:37][C:38]([CH3:41])([CH3:40])[CH3:39])[CH2:30]1, predict the reactants needed to synthesize it. (2) The reactants are: CN(C)C=CC([C:7]1[C:8]([C:13]([O:15][CH2:16][CH3:17])=[O:14])=[N:9][CH:10]=[CH:11][CH:12]=1)=O.[N+]([O-])(O)=O.[CH3:23][O:24][C:25]1[N:30]=[CH:29][C:28]([NH:31][C:32]([NH2:34])=[NH:33])=[CH:27][CH:26]=1.[C:35](=O)([O-])[O-].[Na+].[Na+].O.CO[CH2:44][CH2:45]O. Given the product [CH3:23][O:24][C:25]1[N:30]=[CH:29][C:28]([NH:31][C:32]2[N:34]=[C:45]([C:12]3[CH:11]=[CH:10][N:9]=[C:8]([C:13]([O:15][CH2:16][CH3:17])=[O:14])[CH:7]=3)[CH:44]=[CH:35][N:33]=2)=[CH:27][CH:26]=1, predict the reactants needed to synthesize it. (3) Given the product [Cl:16][C:17]1[CH:23]=[CH:22][C:21]([CH3:24])=[CH:20][C:18]=1[NH:19][C:2]1[N:7]2[N:8]=[CH:9][CH:10]=[C:6]2[N:5]=[CH:4][C:3]=1[C:11]([O:13][CH2:14][CH3:15])=[O:12], predict the reactants needed to synthesize it. The reactants are: O[C:2]1[N:7]2[N:8]=[CH:9][CH:10]=[C:6]2[N:5]=[CH:4][C:3]=1[C:11]([O:13][CH2:14][CH3:15])=[O:12].[Cl:16][C:17]1[CH:23]=[CH:22][C:21]([CH3:24])=[CH:20][C:18]=1[NH2:19].